Task: Regression. Given two drug SMILES strings and cell line genomic features, predict the synergy score measuring deviation from expected non-interaction effect.. Dataset: NCI-60 drug combinations with 297,098 pairs across 59 cell lines (1) Drug 1: CN1C(=O)N2C=NC(=C2N=N1)C(=O)N. Drug 2: CCC1(C2=C(COC1=O)C(=O)N3CC4=CC5=C(C=CC(=C5CN(C)C)O)N=C4C3=C2)O.Cl. Cell line: MCF7. Synergy scores: CSS=11.5, Synergy_ZIP=3.01, Synergy_Bliss=1.97, Synergy_Loewe=-18.0, Synergy_HSA=-0.573. (2) Drug 1: C1CN1C2=NC(=NC(=N2)N3CC3)N4CC4. Drug 2: C1C(C(OC1N2C=NC(=NC2=O)N)CO)O. Cell line: UO-31. Synergy scores: CSS=25.1, Synergy_ZIP=-6.69, Synergy_Bliss=-1.29, Synergy_Loewe=0.460, Synergy_HSA=1.19. (3) Synergy scores: CSS=44.9, Synergy_ZIP=20.1, Synergy_Bliss=20.8, Synergy_Loewe=21.9, Synergy_HSA=21.2. Drug 2: CC1C(C(CC(O1)OC2CC(OC(C2O)C)OC3=CC4=CC5=C(C(=O)C(C(C5)C(C(=O)C(C(C)O)O)OC)OC6CC(C(C(O6)C)O)OC7CC(C(C(O7)C)O)OC8CC(C(C(O8)C)O)(C)O)C(=C4C(=C3C)O)O)O)O. Cell line: A498. Drug 1: CS(=O)(=O)C1=CC(=C(C=C1)C(=O)NC2=CC(=C(C=C2)Cl)C3=CC=CC=N3)Cl. (4) Drug 1: C#CCC(CC1=CN=C2C(=N1)C(=NC(=N2)N)N)C3=CC=C(C=C3)C(=O)NC(CCC(=O)O)C(=O)O. Drug 2: B(C(CC(C)C)NC(=O)C(CC1=CC=CC=C1)NC(=O)C2=NC=CN=C2)(O)O. Cell line: SK-OV-3. Synergy scores: CSS=42.8, Synergy_ZIP=2.15, Synergy_Bliss=1.60, Synergy_Loewe=0.0291, Synergy_HSA=-0.138.